Predict the product of the given reaction. From a dataset of Forward reaction prediction with 1.9M reactions from USPTO patents (1976-2016). (1) Given the reactants [Cl:1][C:2]1[NH:3][CH:4]=[C:5]([N+:7]([O-:9])=[O:8])[N:6]=1.[Si:10]([O:17][CH2:18][CH:19]([O:22][CH:23]1[CH2:28][CH2:27][CH2:26][CH2:25][O:24]1)[CH2:20]Cl)([C:13]([CH3:16])([CH3:15])[CH3:14])([CH3:12])[CH3:11], predict the reaction product. The product is: [Si:10]([O:17][CH2:18][CH:19]([O:22][CH:23]1[CH2:28][CH2:27][CH2:26][CH2:25][O:24]1)[CH2:20][N:3]1[CH:4]=[C:5]([N+:7]([O-:9])=[O:8])[N:6]=[C:2]1[Cl:1])([C:13]([CH3:16])([CH3:14])[CH3:15])([CH3:12])[CH3:11]. (2) Given the reactants [CH2:1]([C:3]1[CH:8]=[CH:7][C:6]([F:9])=[CH:5][C:4]=1[C:10]([CH:12]1[CH2:17][CH2:16][N:15]([C:18]2[CH2:22][CH:21]([C:23]3[N:24]=[N:25][N:26]([CH2:28][C:29]([O:31][C:32]([CH3:35])([CH3:34])[CH3:33])=[O:30])[N:27]=3)[O:20][N:19]=2)[CH2:14][CH2:13]1)=[O:11])[CH3:2].C(=O)(O)[O-].[Na+].[N+]([O-])([O-])=O.[NH4+].[Ce].O, predict the reaction product. The product is: [CH2:1]([C:3]1[CH:8]=[CH:7][C:6]([F:9])=[CH:5][C:4]=1[C:10]([CH:12]1[CH2:13][CH2:14][N:15]([C:18]2[CH:22]=[C:21]([C:23]3[N:24]=[N:25][N:26]([CH2:28][C:29]([O:31][C:32]([CH3:33])([CH3:35])[CH3:34])=[O:30])[N:27]=3)[O:20][N:19]=2)[CH2:16][CH2:17]1)=[O:11])[CH3:2]. (3) Given the reactants C(OC([N:8]1[CH2:13][CH2:12][CH:11]([C:14]2[C:18]3[CH:19]=[N:20][CH:21]=[CH:22][C:17]=3[NH:16][CH:15]=2)[CH2:10][CH2:9]1)=O)(C)(C)C.C(O)(C(F)(F)F)=O.C(Cl)Cl, predict the reaction product. The product is: [NH:8]1[CH2:9][CH2:10][CH:11]([C:14]2[C:18]3[CH:19]=[N:20][CH:21]=[CH:22][C:17]=3[NH:16][CH:15]=2)[CH2:12][CH2:13]1. (4) Given the reactants [C:1]([O:5][C:6]([N:8]1[CH2:12][CH:11]([O:13][C:14]2[C:23]3[C:18](=[CH:19][C:20]([O:24][CH3:25])=[CH:21][CH:22]=3)[CH:17]=[CH:16][N:15]=2)[CH2:10][CH:9]1[C:26](=[O:36])[NH:27][C:28]1([C:33]([OH:35])=O)[CH2:30][CH:29]1[CH:31]=[CH2:32])=[O:7])([CH3:4])([CH3:3])[CH3:2].[CH:37]([C:40]1([O:43][S:44](=[O:47])(=[O:46])[NH2:45])[CH2:42][CH2:41]1)([CH3:39])[CH3:38].C1(OS(=O)(=O)N)C=CC=CC=1.C(C1(O)CC1)(C)C, predict the reaction product. The product is: [C:1]([O:5][C:6]([N:8]1[CH2:12][CH:11]([O:13][C:14]2[C:23]3[C:18](=[CH:19][C:20]([O:24][CH3:25])=[CH:21][CH:22]=3)[CH:17]=[CH:16][N:15]=2)[CH2:10][CH:9]1[C:26](=[O:36])[NH:27][C:28]1([C:33]([NH:45][S:44]([O:43][C:40]2([CH:37]([CH3:39])[CH3:38])[CH2:42][CH2:41]2)(=[O:47])=[O:46])=[O:35])[CH2:30][CH:29]1[CH:31]=[CH2:32])=[O:7])([CH3:4])([CH3:2])[CH3:3]. (5) Given the reactants Cl[CH2:2][C:3]([N:5]([CH2:19][C:20]1[CH:25]=[CH:24][CH:23]=[CH:22][C:21]=1[O:26][CH3:27])[C:6]1[CH:11]=[CH:10][CH:9]=[CH:8][C:7]=1[O:12][C:13]1[CH:18]=[CH:17][CH:16]=[CH:15][CH:14]=1)=[O:4].[C:28]([O-:31])(=[O:30])[CH3:29].[Na+].C(OCC)(=O)C, predict the reaction product. The product is: [C:28]([O:31][CH2:2][C:3]([N:5]([CH2:19][C:20]1[CH:25]=[CH:24][CH:23]=[CH:22][C:21]=1[O:26][CH3:27])[C:6]1[CH:11]=[CH:10][CH:9]=[CH:8][C:7]=1[O:12][C:13]1[CH:18]=[CH:17][CH:16]=[CH:15][CH:14]=1)=[O:4])(=[O:30])[CH3:29]. (6) Given the reactants [CH3:1][C:2]1[C:7]([O:8][Si](C(C)(C)C)(C)C)=[C:6](Br)[C:5]([CH3:17])=[CH:4][C:3]=1O.[CH:19]([C:22]1[CH:23]=[C:24]([CH:27]=[CH:28][C:29]=1[O:30][CH2:31][O:32][CH3:33])[CH:25]=O)([CH3:21])[CH3:20].C(O)(C(F)(F)F)=O, predict the reaction product. The product is: [CH3:1][C:2]1[CH:3]=[C:4]([CH2:25][C:24]2[CH:27]=[CH:28][C:29]([O:30][CH2:31][O:32][CH3:33])=[C:22]([CH:19]([CH3:21])[CH3:20])[CH:23]=2)[C:5]([CH3:17])=[CH:6][C:7]=1[OH:8]. (7) Given the reactants [Br:1]N1C(=O)CCC1=O.[C:9]([C:11]1[CH:38]=[C:37]([F:39])[CH:36]=[CH:35][C:12]=1[CH2:13][O:14][C:15]1[N:16]=[C:17]([S:33][CH3:34])[N:18]([C:22]2[CH:23]=[C:24]([CH:29]=[CH:30][C:31]=2[CH3:32])[C:25]([O:27][CH3:28])=[O:26])[C:19](=[O:21])[CH:20]=1)#[N:10], predict the reaction product. The product is: [Br:1][C:20]1[C:19](=[O:21])[N:18]([C:22]2[CH:23]=[C:24]([CH:29]=[CH:30][C:31]=2[CH3:32])[C:25]([O:27][CH3:28])=[O:26])[C:17]([S:33][CH3:34])=[N:16][C:15]=1[O:14][CH2:13][C:12]1[CH:35]=[CH:36][C:37]([F:39])=[CH:38][C:11]=1[C:9]#[N:10]. (8) Given the reactants [CH2:1]([S:3][C:4]1[CH:9]=[CH:8][C:7]([S:10]([NH:13][CH2:14][C:15]([F:18])([F:17])[F:16])(=[O:12])=[O:11])=[CH:6][C:5]=1[NH:19][C:20]([NH:22][C:23]1[CH:28]=[CH:27][CH:26]=[C:25]([C:29]([F:32])([F:31])[F:30])[CH:24]=1)=[O:21])[CH3:2].ClC1C=C(C=CC=1)C(OO)=[O:38], predict the reaction product. The product is: [CH2:1]([S:3]([C:4]1[CH:9]=[CH:8][C:7]([S:10]([NH:13][CH2:14][C:15]([F:18])([F:17])[F:16])(=[O:11])=[O:12])=[CH:6][C:5]=1[NH:19][C:20]([NH:22][C:23]1[CH:28]=[CH:27][CH:26]=[C:25]([C:29]([F:32])([F:30])[F:31])[CH:24]=1)=[O:21])=[O:38])[CH3:2]. (9) The product is: [CH:1]1([C:4]2[N:5]=[C:6]3[C:11]([C:12]([F:15])([F:14])[F:13])=[CH:10][CH:9]=[CH:8][N:7]3[C:16]=2[CH:37]([OH:38])[C:35]2[CH:34]=[CH:33][C:27]3/[C:28](=[C:29](/[CH3:32])\[C:30]#[N:31])/[C:22]4[CH:21]=[CH:20][C:19]([F:18])=[CH:39][C:23]=4[O:24][CH2:25][C:26]=3[CH:36]=2)[CH2:3][CH2:2]1. Given the reactants [CH:1]1([C:4]2[N:5]=[C:6]3[C:11]([C:12]([F:15])([F:14])[F:13])=[CH:10][CH:9]=[CH:8][N:7]3[C:16]=2I)[CH2:3][CH2:2]1.[F:18][C:19]1[CH:20]=[CH:21][C:22]2=[C:23]([CH:39]=1)[O:24][CH2:25][C:26]1[CH:36]=[C:35]([CH:37]=[O:38])[CH:34]=[CH:33][C:27]=1/[C:28]/2=[C:29](/[CH3:32])\[C:30]#[N:31], predict the reaction product.